This data is from Forward reaction prediction with 1.9M reactions from USPTO patents (1976-2016). The task is: Predict the product of the given reaction. (1) Given the reactants [F:1][CH:2]([F:19])[CH2:3][NH:4][CH:5]1[CH2:11][CH2:10][C:9]2[CH:12]=[C:13]([N+:16]([O-])=O)[CH:14]=[CH:15][C:8]=2[CH2:7][CH2:6]1.[H][H], predict the reaction product. The product is: [F:1][CH:2]([F:19])[CH2:3][NH:4][CH:5]1[CH2:11][CH2:10][C:9]2[CH:12]=[C:13]([NH2:16])[CH:14]=[CH:15][C:8]=2[CH2:7][CH2:6]1. (2) Given the reactants [NH:1]1[CH2:5][CH2:4][CH2:3][C@H:2]1[CH2:6][NH:7][C:8](=[O:17])[O:9][CH2:10][C:11]1[CH:16]=[CH:15][CH:14]=[CH:13][CH:12]=1.C([O-])([O-])=O.[K+].[K+].Br[CH:25]([C:31]([O:33][CH2:34][CH3:35])=[O:32])[C:26]([O:28][CH2:29][CH3:30])=[O:27], predict the reaction product. The product is: [C:11]1([CH2:10][O:9][C:8]([NH:7][CH2:6][C@@H:2]2[CH2:3][CH2:4][CH2:5][N:1]2[CH:25]([C:26]([O:28][CH2:29][CH3:30])=[O:27])[C:31]([O:33][CH2:34][CH3:35])=[O:32])=[O:17])[CH:16]=[CH:15][CH:14]=[CH:13][CH:12]=1.